Dataset: Full USPTO retrosynthesis dataset with 1.9M reactions from patents (1976-2016). Task: Predict the reactants needed to synthesize the given product. (1) Given the product [CH2:1]([O:3][C:4]1[C:12]2[CH2:11][N:10]([C:13]3[CH:18]=[CH:17][C:16]([CH2:19][C:20]([OH:22])=[O:21])=[C:15]([F:25])[CH:14]=3)[C:9](=[O:26])[C:8]=2[C:7]([O:27][CH2:28][CH3:29])=[C:6]2[CH:30]=[CH:31][CH:32]=[CH:33][C:5]=12)[CH3:2], predict the reactants needed to synthesize it. The reactants are: [CH2:1]([O:3][C:4]1[C:12]2[CH2:11][N:10]([C:13]3[CH:18]=[CH:17][C:16]([CH2:19][C:20]([O:22]CC)=[O:21])=[C:15]([F:25])[CH:14]=3)[C:9](=[O:26])[C:8]=2[C:7]([O:27][CH2:28][CH3:29])=[C:6]2[CH:30]=[CH:31][CH:32]=[CH:33][C:5]=12)[CH3:2].[OH-].[Na+]. (2) Given the product [Br:5][C:6]1[CH:7]=[C:8]([CH2:11][N:13]2[CH2:18][CH2:17][O:16][CH2:15][CH2:14]2)[S:9][CH:10]=1, predict the reactants needed to synthesize it. The reactants are: C([BH3-])#N.[Na+].[Br:5][C:6]1[CH:7]=[C:8]([CH:11]=O)[S:9][CH:10]=1.[NH:13]1[CH2:18][CH2:17][O:16][CH2:15][CH2:14]1.C(=O)(O)[O-].[Na+]. (3) Given the product [NH2:1][C:4]1[CH:9]=[CH:8][CH:7]=[CH:6][C:5]=1[CH:10]([CH2:12][Si:13]([CH3:15])([CH3:14])[CH3:16])[CH3:11], predict the reactants needed to synthesize it. The reactants are: [N+:1]([C:4]1[CH:9]=[CH:8][CH:7]=[CH:6][C:5]=1[C:10](=[CH:12][Si:13]([CH3:16])([CH3:15])[CH3:14])[CH3:11])([O-])=O.[H][H]. (4) Given the product [CH:2]1([CH2:5][O:6][C:7]2[CH:12]=[CH:11][C:10]([C:13]([F:15])([F:14])[F:16])=[CH:9][C:8]=2[C:17]2[C:18]3[NH:25][C:24]([CH3:26])=[C:23]([C:27]([NH:29][CH:30]4[CH2:31][CH2:32][N:33]([C:40](=[O:39])[CH2:41][OH:42])[CH2:34][CH2:35]4)=[O:28])[C:19]=3[N:20]=[CH:21][N:22]=2)[CH2:3][CH2:4]1, predict the reactants needed to synthesize it. The reactants are: Cl.[CH:2]1([CH2:5][O:6][C:7]2[CH:12]=[CH:11][C:10]([C:13]([F:16])([F:15])[F:14])=[CH:9][C:8]=2[C:17]2[C:18]3[NH:25][C:24]([CH3:26])=[C:23]([C:27]([NH:29][CH:30]4[CH2:35][CH2:34][NH:33][CH2:32][CH2:31]4)=[O:28])[C:19]=3[N:20]=[CH:21][N:22]=2)[CH2:4][CH2:3]1.C([O:39][CH2:40][C:41](Cl)=[O:42])(=O)C. (5) Given the product [CH:1]1([C:7]2([CH2:20][N:26]3[CH:30]=[N:29][CH:28]=[N:27]3)[CH2:12][CH2:11][N:10]([C:13]([O:15][C:16]([CH3:19])([CH3:18])[CH3:17])=[O:14])[CH2:9][CH2:8]2)[CH2:6][CH2:5][CH2:4][CH2:3][CH2:2]1, predict the reactants needed to synthesize it. The reactants are: [CH:1]1([C:7]2([CH2:20]OS(C)(=O)=O)[CH2:12][CH2:11][N:10]([C:13]([O:15][C:16]([CH3:19])([CH3:18])[CH3:17])=[O:14])[CH2:9][CH2:8]2)[CH2:6][CH2:5][CH2:4][CH2:3][CH2:2]1.[NH:26]1[CH:30]=[N:29][CH:28]=[N:27]1.[Na]. (6) Given the product [CH2:1]([N:8]1[C:16]2[C:15](=[O:17])[N:14]([CH2:18][CH2:19][CH2:20][OH:21])[C:13](=[O:28])[NH:12][C:11]=2[N:10]=[C:9]1[O:37][C:38]1[CH:43]=[CH:42][CH:41]=[C:40]([O:44][C:45]([F:46])([F:48])[F:47])[CH:39]=1)[C:2]1[CH:7]=[CH:6][CH:5]=[CH:4][CH:3]=1, predict the reactants needed to synthesize it. The reactants are: [CH2:1]([N:8]1[C:16]2[C:15](=[O:17])[N:14]([CH2:18][CH2:19][CH2:20][O:21]C3CCCCO3)[C:13](=[O:28])[N:12](COCC[Si](C)(C)C)[C:11]=2[N:10]=[C:9]1[O:37][C:38]1[CH:43]=[CH:42][CH:41]=[C:40]([O:44][C:45]([F:48])([F:47])[F:46])[CH:39]=1)[C:2]1[CH:7]=[CH:6][CH:5]=[CH:4][CH:3]=1.Cl. (7) The reactants are: [NH2:1][C:2]1[C:7](I)=[CH:6][C:5]([Br:9])=[CH:4][N:3]=1.C(N(CC)CC)C.[CH3:17][C:18]([CH3:22])([OH:21])[C:19]#[CH:20]. Given the product [NH2:1][C:2]1[C:7]([C:20]#[C:19][C:18]([CH3:22])([OH:21])[CH3:17])=[CH:6][C:5]([Br:9])=[CH:4][N:3]=1, predict the reactants needed to synthesize it.